Dataset: Reaction yield outcomes from USPTO patents with 853,638 reactions. Task: Predict the reaction yield, written as a fraction of the theoretical maximum amount of product (1.0 means a 100% yield; for example, 0.34 means a 34% yield). (1) The reactants are [CH3:1][C:2]1[C:10]([C:11]2[CH:12]=[CH:13][C:14]([NH2:17])=[N:15][CH:16]=2)=[CH:9][C:8]2[CH2:7][CH2:6][O:5][C:4]=2[CH:3]=1.[F:18][C:19]1[CH:27]=[CH:26][CH:25]=[C:24]([F:28])[C:20]=1[C:21](Cl)=[O:22].CCN(C(C)C)C(C)C.C([O-])(O)=O.[Na+].C(Cl)Cl. The catalyst is C(Cl)Cl. The product is [F:18][C:19]1[CH:27]=[CH:26][CH:25]=[C:24]([F:28])[C:20]=1[C:21]([NH:17][C:14]1[CH:13]=[CH:12][C:11]([C:10]2[C:2]([CH3:1])=[CH:3][C:4]3[O:5][CH2:6][CH2:7][C:8]=3[CH:9]=2)=[CH:16][N:15]=1)=[O:22]. The yield is 0.639. (2) The catalyst is CN(C1C=CN=CC=1)C.C1COCC1. The product is [Br:1][C:2]1[CH:18]=[CH:17][C:5]2[CH2:6][CH2:7][CH2:8][C@@H:9]3[CH2:14][S:13][C:12]([NH:15][C:26](=[O:27])[O:28][C:29]([CH3:32])([CH3:31])[CH3:30])=[N:11][C@:10]3([CH3:16])[C:4]=2[CH:3]=1. The yield is 0.820. The reactants are [Br:1][C:2]1[CH:18]=[CH:17][C:5]2[CH2:6][CH2:7][CH2:8][C@@H:9]3[CH2:14][S:13][C:12]([NH2:15])=[N:11][C@:10]3([CH3:16])[C:4]=2[CH:3]=1.C(O)(C(F)(F)F)=O.[C:26](O[C:26]([O:28][C:29]([CH3:32])([CH3:31])[CH3:30])=[O:27])([O:28][C:29]([CH3:32])([CH3:31])[CH3:30])=[O:27]. (3) The reactants are [CH3:1][N:2]1[CH:6]=[C:5]([C:7]2[CH:12]=[C:11]([C:13]3[CH:14]=[N:15][N:16]([CH3:18])[CH:17]=3)[N:10]=[CH:9][C:8]=2[OH:19])[CH:4]=[N:3]1.C([O-])([O-])=O.[Cs+].[Cs+].[C:26]([C:28]1[CH:29]=[C:30]([S:35]([NH:38][C:39]2[S:40][CH:41]=[CH:42][N:43]=2)(=[O:37])=[O:36])[CH:31]=[CH:32][C:33]=1F)#[N:27]. The catalyst is CN(C)C=O. The product is [CH3:1][N:2]1[CH:6]=[C:5]([C:7]2[CH:12]=[C:11]([C:13]3[CH:14]=[N:15][N:16]([CH3:18])[CH:17]=3)[N:10]=[CH:9][C:8]=2[O:19][C:33]2[CH:32]=[CH:31][C:30]([S:35]([NH:38][C:39]3[S:40][CH:41]=[CH:42][N:43]=3)(=[O:36])=[O:37])=[CH:29][C:28]=2[C:26]#[N:27])[CH:4]=[N:3]1. The yield is 0.800. (4) The reactants are [Br:1][C:2]1[CH:3]=[C:4]2[C:9](=[CH:10][CH:11]=1)[CH:8]=[N:7][CH:6]=[CH:5]2.[O:12](C)[S:13]([C:16]([F:19])([F:18])[F:17])(=[O:15])=[O:14]. The catalyst is C(Cl)Cl. The product is [F:17][C:16]([F:19])([F:18])[S:13]([O-:15])(=[O:14])=[O:12].[Br:1][C:2]1[CH:3]=[C:4]2[C:9](=[CH:10][CH:11]=1)[CH:8]=[N+:7]([CH3:16])[CH:6]=[CH:5]2. The yield is 0.930. (5) The yield is 0.790. The product is [CH2:12]([O:11][C:8]1[CH:9]=[CH:10][C:5]([C@@H:3]([O:4][Si:31]([CH2:34][CH3:35])([CH2:32][CH3:33])[CH2:29][CH3:30])[CH2:2][I:1])=[CH:6][C:7]=1[NH:19][S:20]([CH3:23])(=[O:22])=[O:21])[C:13]1[CH:18]=[CH:17][CH:16]=[CH:15][CH:14]=1. The reactants are [I:1][CH2:2][C@@H:3]([C:5]1[CH:10]=[CH:9][C:8]([O:11][CH2:12][C:13]2[CH:18]=[CH:17][CH:16]=[CH:15][CH:14]=2)=[C:7]([NH:19][S:20]([CH3:23])(=[O:22])=[O:21])[CH:6]=1)[OH:4].N1C=CN=C1.[CH2:29]([Si:31](Cl)([CH2:34][CH3:35])[CH2:32][CH3:33])[CH3:30]. The catalyst is CN(C)C1C=CN=CC=1.CN(C)C=O.CCOC(C)=O.CCCCCCC. (6) The reactants are [CH3:1][O:2][C:3]1[CH:4]=[C:5]2[C:10](=O)[NH:9][C:7](=O)[C:6]2=[CH:12][CH:13]=1.B.CO.Cl. The catalyst is O1CCCC1. The product is [CH3:1][O:2][C:3]1[CH:4]=[C:5]2[C:6](=[CH:12][CH:13]=1)[CH2:7][NH:9][CH2:10]2. The yield is 0.470. (7) The reactants are [Br:1][C:2]1[CH:3]=[CH:4][CH:5]=[C:6]2[C:11]=1[N:10]=[C:9]([Cl:12])[N:8]=[C:7]2[OH:13].[H-].[Na+].[Br-].[Li+].Br[CH2:19][CH2:20][CH2:21][O:22][Si:23]([C:26]([CH3:29])([CH3:28])[CH3:27])([CH3:25])[CH3:24]. The catalyst is COCCOC.CN(C=O)C. The product is [Br:1][C:2]1[CH:3]=[CH:4][CH:5]=[C:6]2[C:11]=1[N:10]=[C:9]([Cl:12])[N:8]([CH2:19][CH2:20][CH2:21][O:22][Si:23]([C:26]([CH3:27])([CH3:29])[CH3:28])([CH3:24])[CH3:25])[C:7]2=[O:13]. The yield is 0.430. (8) The reactants are C1(P([C:14]2[CH:19]=[CH:18]C=CC=2)C2C=CC=CC=2)C=CC=CC=1.[CH2:20]([O:27][C:28]1[CH:33]=[CH:32][C:31]([OH:34])=[CH:30][CH:29]=1)[C:21]1[CH:26]=[CH:25][CH:24]=[CH:23][CH:22]=1.[CH3:35][CH:36]([O:38]C(/N=N/C(OC(C)C)=O)=O)C.CCOCC. The catalyst is C(Cl)Cl. The product is [CH:19]([O:38][CH2:36][CH2:35][O:34][C:31]1[CH:30]=[CH:29][C:28]([O:27][CH2:20][C:21]2[CH:22]=[CH:23][CH:24]=[CH:25][CH:26]=2)=[CH:33][CH:32]=1)([CH3:18])[CH3:14]. The yield is 0.840.